Task: Predict the reactants needed to synthesize the given product.. Dataset: Full USPTO retrosynthesis dataset with 1.9M reactions from patents (1976-2016) (1) Given the product [OH:11][C:8]1([CH2:21][CH3:22])[C:9]2[C:5](=[CH:4][CH:3]=[C:2]([OH:1])[CH:10]=2)[CH2:6][C:7]21[CH2:19][C:18]1[C:13](=[CH:14][CH:15]=[C:16]([OH:20])[CH:17]=1)[CH2:12]2, predict the reactants needed to synthesize it. The reactants are: [OH:1][C:2]1[CH:10]=[C:9]2[C:5]([CH2:6][C:7]3([CH2:19][C:18]4[C:13](=[CH:14][CH:15]=[C:16]([OH:20])[CH:17]=4)[CH2:12]3)[C:8]2=[O:11])=[CH:4][CH:3]=1.[CH2:21]([Mg]Cl)[CH3:22].[Cl-].[NH4+].C(OCC)(=O)C. (2) Given the product [CH3:24][O:23][CH2:22][CH2:21][O:20][C:16]1[CH:17]=[C:18]2[C:13](=[C:14]([N:25]([CH3:35])[S:26]([C:29]3[CH:34]=[CH:33][CH:32]=[CH:31][N:30]=3)(=[O:28])=[O:27])[CH:15]=1)[NH:12][C:11]([C:9]1[S:10][CH:6]([CH2:5][C:4]([OH:36])=[O:3])[CH2:7][N:8]=1)=[CH:19]2, predict the reactants needed to synthesize it. The reactants are: C([O:3][C:4](=[O:36])[CH2:5][CH:6]1[S:10][C:9]([C:11]2[NH:12][C:13]3[C:18]([CH:19]=2)=[CH:17][C:16]([O:20][CH2:21][CH2:22][O:23][CH3:24])=[CH:15][C:14]=3[N:25]([CH3:35])[S:26]([C:29]2[CH:34]=[CH:33][CH:32]=[CH:31][N:30]=2)(=[O:28])=[O:27])=[N:8][CH2:7]1)C.[OH-].[Na+].O1CCCC1.Cl. (3) Given the product [Cl:1][C:2]1[N:3]=[CH:4][NH:5][C:6]=1[C:7]([NH:9][CH2:10][C:11]1[CH:16]=[CH:15][C:14]([Cl:17])=[C:13]([O:18][C:19]2[CH:24]=[C:23]([C:25]#[CH:26])[CH:22]=[C:21]([C:27]#[N:28])[CH:20]=2)[C:12]=1[F:29])=[O:8], predict the reactants needed to synthesize it. The reactants are: [Cl:1][C:2]1[N:3]=[CH:4][N:5](COCC[Si](C)(C)C)[C:6]=1[C:7]([NH:9][CH2:10][C:11]1[CH:16]=[CH:15][C:14]([Cl:17])=[C:13]([O:18][C:19]2[CH:24]=[C:23]([C:25]#[CH:26])[CH:22]=[C:21]([C:27]#[N:28])[CH:20]=2)[C:12]=1[F:29])=[O:8].C(O)(C(F)(F)F)=O. (4) Given the product [CH2:1]([O:5][C:6]1[C:15]2[C:10](=[CH:11][C:12]([Cl:17])=[C:13]([Cl:16])[CH:14]=2)[C:9](=[O:18])[N:8]([CH2:19][CH2:20][C:21]([OH:23])=[O:22])[C:7]=1[CH2:26][N:27]1[C:28](=[O:37])[C:29]2[C:34](=[CH:33][CH:32]=[CH:31][CH:30]=2)[C:35]1=[O:36])[CH2:2][CH2:3][CH3:4], predict the reactants needed to synthesize it. The reactants are: [CH2:1]([O:5][C:6]1[C:15]2[C:10](=[CH:11][C:12]([Cl:17])=[C:13]([Cl:16])[CH:14]=2)[C:9](=[O:18])[N:8]([CH2:19][CH2:20][C:21]([O:23]CC)=[O:22])[C:7]=1[CH2:26][N:27]1[C:35](=[O:36])[C:34]2[C:29](=[CH:30][CH:31]=[CH:32][CH:33]=2)[C:28]1=[O:37])[CH2:2][CH2:3][CH3:4]. (5) Given the product [Cl:21][C:9]1[CH:8]=[CH:19][C:18]2[CH:14]3[CH2:15][NH:16][CH2:17][CH:13]3[CH:12]([CH3:20])[C:11]=2[CH:10]=1, predict the reactants needed to synthesize it. The reactants are: C(NC(=O)[O-])C.O[C:8]1[C:9]([Cl:21])=[CH:10][C:11]2[CH:12]([CH3:20])[CH:13]3[CH2:17][NH:16][CH2:15][CH:14]3[C:18]=2[CH:19]=1.C1(P(C2C=CC=CC=2)CCCP(C2C=CC=CC=2)C2C=CC=CC=2)C=CC=CC=1.CCN(CC)CC. (6) Given the product [CH2:1]1[C:9]2[C:4](=[CH:5][CH:6]=[CH:7][CH:8]=2)[CH2:3][CH:2]1[C@H:10]1[NH:15][C:14](=[O:16])[C@@H:13]([CH:17]([CH2:20][CH3:21])[CH2:18][CH3:19])[N:12]([CH2:22][C:23]2[CH:28]=[CH:27][CH:26]=[CH:25][C:24]=2[S:29]([CH:32]2[CH2:33][CH2:34][N:35]([CH2:46][CH2:47][O:48][CH3:49])[CH2:36][CH2:37]2)(=[O:31])=[O:30])[C:11]1=[O:38], predict the reactants needed to synthesize it. The reactants are: [CH2:1]1[C:9]2[C:4](=[CH:5][CH:6]=[CH:7][CH:8]=2)[CH2:3][CH:2]1[C@H:10]1[NH:15][C:14](=[O:16])[C@@H:13]([CH:17]([CH2:20][CH3:21])[CH2:18][CH3:19])[N:12]([CH2:22][C:23]2[CH:28]=[CH:27][CH:26]=[CH:25][C:24]=2[S:29]([CH:32]2[CH2:37][CH2:36][NH:35][CH2:34][CH2:33]2)(=[O:31])=[O:30])[C:11]1=[O:38].C(=O)([O-])[O-].[K+].[K+].Br[CH2:46][CH2:47][O:48][CH3:49]. (7) Given the product [BrH:28].[Br:28][C:20]1[N:19]=[C:18]([C@H:15]2[CH2:16][CH2:17][C@H:12]([CH2:11][NH2:10])[CH2:13][CH2:14]2)[N:22]2[CH:23]=[CH:24][N:25]=[C:26]([CH3:27])[C:21]=12, predict the reactants needed to synthesize it. The reactants are: C(OC(=O)[NH:10][CH2:11][C@H:12]1[CH2:17][CH2:16][C@H:15]([C:18]2[N:22]3[CH:23]=[CH:24][N:25]=[C:26]([CH3:27])[C:21]3=[C:20]([Br:28])[N:19]=2)[CH2:14][CH2:13]1)C1C=CC=CC=1.C(O)(=O)C.